The task is: Regression/Classification. Given a drug SMILES string, predict its absorption, distribution, metabolism, or excretion properties. Task type varies by dataset: regression for continuous measurements (e.g., permeability, clearance, half-life) or binary classification for categorical outcomes (e.g., BBB penetration, CYP inhibition). Dataset: cyp1a2_veith.. This data is from CYP1A2 inhibition data for predicting drug metabolism from PubChem BioAssay. (1) The molecule is CSc1nc(N)nc(-c2cccs2)c1C#N. The result is 1 (inhibitor). (2) The compound is CS(=O)(=O)N1CCC2(CC1)CN(Cc1ccncc1)C2. The result is 0 (non-inhibitor). (3) The compound is CC(=O)N1CCC[C@@]2(CCN(c3ncccn3)C2)C1. The result is 0 (non-inhibitor). (4) The drug is Cc1cc2n(n1)SC(Nc1ccccc1)N2. The result is 1 (inhibitor). (5) The compound is CC1CCN(S(=O)(=O)c2ccc3c(c2)C(=NO)c2cc(S(=O)(=O)N4CCC(C)CC4)ccc2-3)CC1. The result is 0 (non-inhibitor). (6) The result is 1 (inhibitor). The drug is O=C1C(Cl)=C(Sc2nnc3c4ccccc4c4ccccc4c3n2)C(=O)c2ccccc21. (7) The molecule is CN(C)CCC[C@@H]1c2ccccc2Oc2ccc(C(F)(F)F)cc21. The result is 1 (inhibitor).